This data is from NCI-60 drug combinations with 297,098 pairs across 59 cell lines. The task is: Regression. Given two drug SMILES strings and cell line genomic features, predict the synergy score measuring deviation from expected non-interaction effect. (1) Drug 1: C1=NC2=C(N1)C(=S)N=C(N2)N. Drug 2: CN(C(=O)NC(C=O)C(C(C(CO)O)O)O)N=O. Cell line: SK-MEL-28. Synergy scores: CSS=10.9, Synergy_ZIP=-4.86, Synergy_Bliss=-0.0526, Synergy_Loewe=-0.969, Synergy_HSA=-0.907. (2) Drug 1: C1CCC(C1)C(CC#N)N2C=C(C=N2)C3=C4C=CNC4=NC=N3. Drug 2: CC1CCCC2(C(O2)CC(NC(=O)CC(C(C(=O)C(C1O)C)(C)C)O)C(=CC3=CSC(=N3)C)C)C. Cell line: PC-3. Synergy scores: CSS=-2.11, Synergy_ZIP=9.44, Synergy_Bliss=0.933, Synergy_Loewe=-2.15, Synergy_HSA=-0.792. (3) Drug 1: CC12CCC3C(C1CCC2=O)CC(=C)C4=CC(=O)C=CC34C. Drug 2: C1=NC2=C(N1)C(=S)N=C(N2)N. Cell line: HOP-92. Synergy scores: CSS=38.6, Synergy_ZIP=-2.24, Synergy_Bliss=0.0254, Synergy_Loewe=-8.63, Synergy_HSA=2.29. (4) Drug 1: C(=O)(N)NO. Drug 2: C#CCC(CC1=CN=C2C(=N1)C(=NC(=N2)N)N)C3=CC=C(C=C3)C(=O)NC(CCC(=O)O)C(=O)O. Cell line: SF-268. Synergy scores: CSS=0.744, Synergy_ZIP=1.55, Synergy_Bliss=1.47, Synergy_Loewe=0.610, Synergy_HSA=-1.23. (5) Synergy scores: CSS=14.8, Synergy_ZIP=-10.9, Synergy_Bliss=-1.06, Synergy_Loewe=-16.1, Synergy_HSA=-1.50. Drug 1: CC1OCC2C(O1)C(C(C(O2)OC3C4COC(=O)C4C(C5=CC6=C(C=C35)OCO6)C7=CC(=C(C(=C7)OC)O)OC)O)O. Drug 2: C1C(C(OC1N2C=NC3=C2NC=NCC3O)CO)O. Cell line: A498. (6) Drug 1: C1CCN(CC1)CCOC2=CC=C(C=C2)C(=O)C3=C(SC4=C3C=CC(=C4)O)C5=CC=C(C=C5)O. Drug 2: C1CCC(CC1)NC(=O)N(CCCl)N=O. Cell line: HCT-15. Synergy scores: CSS=51.2, Synergy_ZIP=4.46, Synergy_Bliss=4.44, Synergy_Loewe=2.44, Synergy_HSA=4.17. (7) Drug 1: CCN(CC)CCCC(C)NC1=C2C=C(C=CC2=NC3=C1C=CC(=C3)Cl)OC. Drug 2: C(CN)CNCCSP(=O)(O)O. Cell line: HCT-15. Synergy scores: CSS=11.8, Synergy_ZIP=0.741, Synergy_Bliss=1.21, Synergy_Loewe=-15.5, Synergy_HSA=-2.30.